This data is from Catalyst prediction with 721,799 reactions and 888 catalyst types from USPTO. The task is: Predict which catalyst facilitates the given reaction. Reactant: [F:1][C:2]([F:24])([F:23])[C:3]1[CH:4]=[C:5]([C:13]2[N:17]=[CH:16][N:15](/[CH:18]=[CH:19]\[C:20](O)=[O:21])[N:14]=2)[CH:6]=[C:7]([C:9]([F:12])([F:11])[F:10])[CH:8]=1.[NH:25]([C:27]1[CH:32]=[CH:31][C:30]([CH3:33])=[CH:29][N:28]=1)[NH2:26].C(P1(=O)OP(CCC)(=O)OP(CCC)(=O)O1)CC.CCN(C(C)C)C(C)C. Product: [F:11][C:9]([F:12])([F:10])[C:7]1[CH:6]=[C:5]([C:13]2[N:17]=[CH:16][N:15](/[CH:18]=[CH:19]\[C:20]([NH:26][NH:25][C:27]3[CH:32]=[CH:31][C:30]([CH3:33])=[CH:29][N:28]=3)=[O:21])[N:14]=2)[CH:4]=[C:3]([C:2]([F:24])([F:23])[F:1])[CH:8]=1. The catalyst class is: 161.